From a dataset of NCI-60 drug combinations with 297,098 pairs across 59 cell lines. Regression. Given two drug SMILES strings and cell line genomic features, predict the synergy score measuring deviation from expected non-interaction effect. (1) Drug 1: CCN(CC)CCNC(=O)C1=C(NC(=C1C)C=C2C3=C(C=CC(=C3)F)NC2=O)C. Drug 2: C#CCC(CC1=CN=C2C(=N1)C(=NC(=N2)N)N)C3=CC=C(C=C3)C(=O)NC(CCC(=O)O)C(=O)O. Cell line: HL-60(TB). Synergy scores: CSS=64.2, Synergy_ZIP=2.51, Synergy_Bliss=0.279, Synergy_Loewe=0.978, Synergy_HSA=2.96. (2) Drug 1: CN1CCC(CC1)COC2=C(C=C3C(=C2)N=CN=C3NC4=C(C=C(C=C4)Br)F)OC. Drug 2: C1=NC(=NC(=O)N1C2C(C(C(O2)CO)O)O)N. Synergy scores: CSS=-1.31, Synergy_ZIP=3.44, Synergy_Bliss=8.67, Synergy_Loewe=-3.31, Synergy_HSA=2.22. Cell line: HS 578T. (3) Drug 1: C1=CC=C(C(=C1)C(C2=CC=C(C=C2)Cl)C(Cl)Cl)Cl. Drug 2: C1C(C(OC1N2C=NC3=C2NC=NCC3O)CO)O. Cell line: NCI-H522. Synergy scores: CSS=1.06, Synergy_ZIP=0.698, Synergy_Bliss=0.567, Synergy_Loewe=3.07, Synergy_HSA=-2.38. (4) Drug 1: CC12CCC(CC1=CCC3C2CCC4(C3CC=C4C5=CN=CC=C5)C)O. Drug 2: CC1=C2C(C(=O)C3(C(CC4C(C3C(C(C2(C)C)(CC1OC(=O)C(C(C5=CC=CC=C5)NC(=O)OC(C)(C)C)O)O)OC(=O)C6=CC=CC=C6)(CO4)OC(=O)C)O)C)O. Cell line: OVCAR-4. Synergy scores: CSS=40.8, Synergy_ZIP=8.11, Synergy_Bliss=10.3, Synergy_Loewe=2.20, Synergy_HSA=12.6. (5) Cell line: SF-268. Drug 1: C1CCN(CC1)CCOC2=CC=C(C=C2)C(=O)C3=C(SC4=C3C=CC(=C4)O)C5=CC=C(C=C5)O. Synergy scores: CSS=-1.23, Synergy_ZIP=3.16, Synergy_Bliss=5.91, Synergy_Loewe=-1.84, Synergy_HSA=-0.639. Drug 2: C1C(C(OC1N2C=NC3=C(N=C(N=C32)Cl)N)CO)O. (6) Drug 1: C1CCN(CC1)CCOC2=CC=C(C=C2)C(=O)C3=C(SC4=C3C=CC(=C4)O)C5=CC=C(C=C5)O. Drug 2: C1=CC(=CC=C1CCC2=CNC3=C2C(=O)NC(=N3)N)C(=O)NC(CCC(=O)O)C(=O)O. Cell line: HOP-62. Synergy scores: CSS=33.8, Synergy_ZIP=-7.19, Synergy_Bliss=-4.73, Synergy_Loewe=-17.2, Synergy_HSA=-5.74. (7) Drug 1: CC12CCC3C(C1CCC2=O)CC(=C)C4=CC(=O)C=CC34C. Drug 2: CC1=C(N=C(N=C1N)C(CC(=O)N)NCC(C(=O)N)N)C(=O)NC(C(C2=CN=CN2)OC3C(C(C(C(O3)CO)O)O)OC4C(C(C(C(O4)CO)O)OC(=O)N)O)C(=O)NC(C)C(C(C)C(=O)NC(C(C)O)C(=O)NCCC5=NC(=CS5)C6=NC(=CS6)C(=O)NCCC[S+](C)C)O. Cell line: LOX IMVI. Synergy scores: CSS=47.2, Synergy_ZIP=-0.989, Synergy_Bliss=0.868, Synergy_Loewe=-3.93, Synergy_HSA=1.73. (8) Drug 1: C1CN1P(=S)(N2CC2)N3CC3. Drug 2: CC(C)NC(=O)C1=CC=C(C=C1)CNNC.Cl. Cell line: T-47D. Synergy scores: CSS=15.4, Synergy_ZIP=-4.46, Synergy_Bliss=2.41, Synergy_Loewe=-8.43, Synergy_HSA=0.584. (9) Drug 1: CCC1(CC2CC(C3=C(CCN(C2)C1)C4=CC=CC=C4N3)(C5=C(C=C6C(=C5)C78CCN9C7C(C=CC9)(C(C(C8N6C=O)(C(=O)OC)O)OC(=O)C)CC)OC)C(=O)OC)O.OS(=O)(=O)O. Drug 2: CN(CCCl)CCCl.Cl. Cell line: MCF7. Synergy scores: CSS=36.0, Synergy_ZIP=-11.8, Synergy_Bliss=-4.02, Synergy_Loewe=-3.03, Synergy_HSA=-2.43. (10) Drug 1: C1=CC(=CC=C1CC(C(=O)O)N)N(CCCl)CCCl.Cl. Drug 2: C1=NC2=C(N=C(N=C2N1C3C(C(C(O3)CO)O)F)Cl)N. Cell line: MCF7. Synergy scores: CSS=20.6, Synergy_ZIP=-8.58, Synergy_Bliss=-2.54, Synergy_Loewe=-3.34, Synergy_HSA=-1.27.